Dataset: Catalyst prediction with 721,799 reactions and 888 catalyst types from USPTO. Task: Predict which catalyst facilitates the given reaction. (1) Reactant: FC(F)(F)C(O)=O.[CH3:8][C:9]1[CH:14]=[C:13]([C:15](=[O:24])[NH:16][CH:17]2[CH2:22][CH2:21][N:20]([CH3:23])[CH2:19][CH2:18]2)[CH:12]=[CH:11][C:10]=1[C:25]1[CH:30]=[CH:29][C:28]([CH2:31][C@H:32]([NH:47][C:48]([C@H:50]2[CH2:55][CH2:54][C@H:53]([CH2:56][NH:57]C(=O)OC(C)(C)C)[CH2:52][CH2:51]2)=[O:49])[C:33](=[O:46])[NH:34][C:35]2[CH:40]=[CH:39][C:38]([C:41]3[N:42]=[N:43][NH:44][N:45]=3)=[CH:37][CH:36]=2)=[CH:27][CH:26]=1.[ClH:65]. Product: [ClH:65].[NH2:57][CH2:56][C@H:53]1[CH2:54][CH2:55][C@H:50]([C:48]([NH:47][C@H:32]([C:33](=[O:46])[NH:34][C:35]2[CH:36]=[CH:37][C:38]([C:41]3[N:42]=[N:43][NH:44][N:45]=3)=[CH:39][CH:40]=2)[CH2:31][C:28]2[CH:27]=[CH:26][C:25]([C:10]3[CH:11]=[CH:12][C:13]([C:15]([NH:16][CH:17]4[CH2:18][CH2:19][N:20]([CH3:23])[CH2:21][CH2:22]4)=[O:24])=[CH:14][C:9]=3[CH3:8])=[CH:30][CH:29]=2)=[O:49])[CH2:51][CH2:52]1. The catalyst class is: 12. (2) Reactant: [NH2:1][C@H:2]([CH:22]([CH3:24])[CH3:23])[C:3]([N:5]1[CH2:10][CH2:9][C:8]([C:15]2[CH:20]=[CH:19][C:18]([Cl:21])=[CH:17][CH:16]=2)([C:11]([O:13][CH3:14])=[O:12])[CH2:7][CH2:6]1)=[O:4].[C:25](Cl)(=[O:32])[C:26]1[CH:31]=[CH:30][CH:29]=[CH:28][CH:27]=1.C(N(C(C)C)C(C)C)C. Product: [C:25]([NH:1][C@H:2]([CH:22]([CH3:24])[CH3:23])[C:3]([N:5]1[CH2:10][CH2:9][C:8]([C:15]2[CH:16]=[CH:17][C:18]([Cl:21])=[CH:19][CH:20]=2)([C:11]([O:13][CH3:14])=[O:12])[CH2:7][CH2:6]1)=[O:4])(=[O:32])[C:26]1[CH:31]=[CH:30][CH:29]=[CH:28][CH:27]=1. The catalyst class is: 2. (3) Reactant: [CH3:1][C:2]1[CH:7]=[CH:6][C:5]([C:8]([P:11](=[O:18])([O:15][CH2:16][CH3:17])[O:12][CH2:13][CH3:14])([F:10])[F:9])=[C:4]([N+:19]([O-])=O)[CH:3]=1. The catalyst class is: 591. Product: [CH3:1][C:2]1[CH:7]=[CH:6][C:5]([C:8]([P:11](=[O:18])([O:15][CH2:16][CH3:17])[O:12][CH2:13][CH3:14])([F:9])[F:10])=[C:4]([NH2:19])[CH:3]=1. (4) Reactant: [CH3:1][CH:2]([CH3:26])[CH2:3][N:4]1[C:16]2[C:15]3[CH:14]=[C:13]([CH:17]=[CH:18][C:19]4[CH:24]=[CH:23][CH:22]=[CH:21][CH:20]=4)[CH:12]=[CH:11][C:10]=3[N:9]=[C:8]([NH2:25])[C:7]=2[N:6]=[CH:5]1. Product: [CH3:1][CH:2]([CH3:26])[CH2:3][N:4]1[C:16]2[C:15]3[CH:14]=[C:13]([CH2:17][CH2:18][C:19]4[CH:24]=[CH:23][CH:22]=[CH:21][CH:20]=4)[CH:12]=[CH:11][C:10]=3[N:9]=[C:8]([NH2:25])[C:7]=2[N:6]=[CH:5]1. The catalyst class is: 29.